From a dataset of Forward reaction prediction with 1.9M reactions from USPTO patents (1976-2016). Predict the product of the given reaction. (1) Given the reactants [Cl:1][C:2]1[CH:7]=[C:6]([O:8]C)[CH:5]=[CH:4][C:3]=1[C:10]1[O:11][CH:12]=[CH:13][N:14]=1.B(Br)(Br)Br, predict the reaction product. The product is: [Cl:1][C:2]1[CH:7]=[C:6]([OH:8])[CH:5]=[CH:4][C:3]=1[C:10]1[O:11][CH:12]=[CH:13][N:14]=1. (2) Given the reactants [F:1][C:2]1[CH:3]=[C:4]2[C:8](=[CH:9][CH:10]=1)[NH:7][N:6]=[C:5]2[C:11]([OH:13])=[O:12].C1N=C[N:16](C(N2C=NC=C2)=O)C=1.[C:26]([O:30][C:31]([NH:33][C:34](=NO)[CH2:35][NH2:36])=[O:32])([CH3:29])([CH3:28])[CH3:27], predict the reaction product. The product is: [NH2:16]/[C:35](=[N:36]\[O:12][C:11]([C:5]1[C:4]2[C:8](=[CH:9][CH:10]=[C:2]([F:1])[CH:3]=2)[NH:7][N:6]=1)=[O:13])/[CH2:34][NH:33][C:31](=[O:32])[O:30][C:26]([CH3:29])([CH3:28])[CH3:27].